This data is from Catalyst prediction with 721,799 reactions and 888 catalyst types from USPTO. The task is: Predict which catalyst facilitates the given reaction. Reactant: [OH:1][C:2]1[CH:10]=[C:9]2[C:5]([C:6]([CH3:11])=[N:7][NH:8]2)=[CH:4][CH:3]=1.[H-].[Na+].C1C=CC(N([S:21]([C:24]([F:27])([F:26])[F:25])(=[O:23])=[O:22])[S:21]([C:24]([F:27])([F:26])[F:25])(=[O:23])=[O:22])=CC=1.[OH2:35]. Product: [S:21]([O:1][C:2]1[CH:10]=[C:9]2[C:5]([C:6]([CH3:11])=[N:7][N:8]2[S:21]([C:24]([F:27])([F:26])[F:25])(=[O:22])=[O:35])=[CH:4][CH:3]=1)([C:24]([F:27])([F:26])[F:25])(=[O:23])=[O:22]. The catalyst class is: 7.